Dataset: Forward reaction prediction with 1.9M reactions from USPTO patents (1976-2016). Task: Predict the product of the given reaction. (1) Given the reactants [Cl:1][C:2]1[C:7]([F:8])=[C:6]([O:9][CH3:10])[CH:5]=[CH:4][C:3]=1[CH:11]([NH:19][C:20]1[CH:29]=[C:28]([F:30])[CH:27]=[C:26]2[C:21]=1[CH:22]=[CH:23][C:24](=[O:31])[NH:25]2)[C:12]1([C:15]([F:18])([F:17])[F:16])[CH2:14][O:13]1.C(=O)([O-])[O-].[Cs+].[Cs+].O.[CH2:39]([OH:41])[CH3:40], predict the reaction product. The product is: [Cl:1][C:2]1[C:7]([F:8])=[C:6]([O:9][CH3:10])[CH:5]=[CH:4][C:3]=1[CH:11]([NH:19][C:20]1[CH:29]=[C:28]([F:30])[CH:27]=[C:26]2[C:21]=1[CH:22]=[CH:23][C:24](=[O:31])[NH:25]2)[C:12]([CH2:14][O:41][CH2:39][CH3:40])([OH:13])[C:15]([F:17])([F:16])[F:18]. (2) Given the reactants [O:1]1[C:5]2[CH:6]=[CH:7][C:8]([O:10][C:11]3[C:16]([C:17]([NH:19][CH2:20][C:21]4[CH:32]=[CH:31][C:24]([O:25][C@H:26]([CH3:30])[C:27](O)=[O:28])=[CH:23][C:22]=4[F:33])=[O:18])=[CH:15][C:14]([F:34])=[CH:13][N:12]=3)=[CH:9][C:4]=2[O:3][CH2:2]1.O1C2C=CC(OC3C(C(NCC4C=CC(O[C@H](C)C(O)=O)=CC=4F)=O)=CC=C[N:46]=3)=CC=2OC1, predict the reaction product. The product is: [O:1]1[C:5]2[CH:6]=[CH:7][C:8]([O:10][C:11]3[N:12]=[CH:13][C:14]([F:34])=[CH:15][C:16]=3[C:17]([NH:19][CH2:20][C:21]3[CH:32]=[CH:31][C:24]([O:25][C@@H:26]([C:27](=[O:28])[NH2:46])[CH3:30])=[CH:23][C:22]=3[F:33])=[O:18])=[CH:9][C:4]=2[O:3][CH2:2]1. (3) Given the reactants [F:1][C:2]1([F:12])[CH2:7][CH2:6][C:5]([OH:11])([C:8]([OH:10])=O)[CH2:4][CH2:3]1.[Cl:13][C:14]1[CH:15]=[C:16]([F:36])[C:17]([C:30]2[N:31]=[N:32][N:33]([CH3:35])[N:34]=2)=[C:18]([C:20]2[CH:21]=[C:22]([F:29])[C:23]([C@H:26]([NH2:28])[CH3:27])=[N:24][CH:25]=2)[CH:19]=1.C1C=CC2N(O)N=NC=2C=1.CCN=C=NCCCN(C)C.C(N(CC)CC)C.C(=O)(O)[O-].[Na+], predict the reaction product. The product is: [Cl:13][C:14]1[CH:15]=[C:16]([F:36])[C:17]([C:30]2[N:31]=[N:32][N:33]([CH3:35])[N:34]=2)=[C:18]([C:20]2[CH:21]=[C:22]([F:29])[C:23]([C@H:26]([NH:28][C:8]([C:5]3([OH:11])[CH2:4][CH2:3][C:2]([F:1])([F:12])[CH2:7][CH2:6]3)=[O:10])[CH3:27])=[N:24][CH:25]=2)[CH:19]=1. (4) Given the reactants C(O[C:5](=[O:7])[CH3:6])(=O)C.[F:8][C:9]1[CH:14]=[CH:13][C:12]([N+:15]([O-:17])=[O:16])=[CH:11][C:10]=1[NH2:18].C(O)(=O)C, predict the reaction product. The product is: [F:8][C:9]1[CH:14]=[CH:13][C:12]([N+:15]([O-:17])=[O:16])=[CH:11][C:10]=1[NH:18][C:5](=[O:7])[CH3:6]. (5) Given the reactants [H-].C([Al+]CC(C)C)C(C)C.C(O[C:14](=O)[CH:15]([CH2:21][CH2:22][CH3:23])[C:16]([O:18][CH2:19][CH3:20])=[O:17])C.[F:25][C:26]1[CH:33]=[CH:32][C:29]([CH2:30][NH2:31])=[CH:28][CH:27]=1.C([BH3-])#N.[Na+], predict the reaction product. The product is: [CH2:19]([O:18][C:16](=[O:17])[CH:15]([CH2:14][NH:31][CH2:30][C:29]1[CH:32]=[CH:33][C:26]([F:25])=[CH:27][CH:28]=1)[CH2:21][CH2:22][CH3:23])[CH3:20]. (6) Given the reactants [CH3:1][C:2]([CH3:32])([CH3:31])[C:3](=[O:30])[CH2:4][O:5][C:6]1[CH:11]=[CH:10][C:9]([C:12]([C:17]2[S:21][C:20]3[CH:22]=[CH:23][C:24]([C:26](O)=[O:27])=[CH:25][C:19]=3[CH:18]=2)([CH2:15][CH3:16])[CH2:13][CH3:14])=[CH:8][C:7]=1[CH3:29].C1C=CC2N(O)N=NC=2C=1.C(Cl)CCl.[CH3:47][NH:48][CH3:49], predict the reaction product. The product is: [CH3:47][N:48]([CH3:49])[C:26]([C:24]1[CH:23]=[CH:22][C:20]2[S:21][C:17]([C:12]([C:9]3[CH:10]=[CH:11][C:6]([O:5][CH2:4][C:3](=[O:30])[C:2]([CH3:32])([CH3:31])[CH3:1])=[C:7]([CH3:29])[CH:8]=3)([CH2:15][CH3:16])[CH2:13][CH3:14])=[CH:18][C:19]=2[CH:25]=1)=[O:27]. (7) Given the reactants [OH:1][C:2]1[CH:3]=[C:4]([O:16][C:17]2[CH:22]=[CH:21][C:20]([S:23]([CH3:26])(=[O:25])=[O:24])=[CH:19][CH:18]=2)[CH:5]=[C:6]2[C:10]=1[NH:9][C:8]([C:11]([O:13][CH2:14][CH3:15])=[O:12])=[CH:7]2.[O:27]1[CH2:32][CH2:31][CH:30]([CH2:33]O)[CH2:29][CH2:28]1.N(C(N1CCCCC1)=O)=NC(N1CCCCC1)=O.C(P(CCCC)CCCC)CCC, predict the reaction product. The product is: [CH3:26][S:23]([C:20]1[CH:21]=[CH:22][C:17]([O:16][C:4]2[CH:5]=[C:6]3[C:10](=[C:2]([O:1][CH2:33][CH:30]4[CH2:31][CH2:32][O:27][CH2:28][CH2:29]4)[CH:3]=2)[NH:9][C:8]([C:11]([O:13][CH2:14][CH3:15])=[O:12])=[CH:7]3)=[CH:18][CH:19]=1)(=[O:25])=[O:24]. (8) Given the reactants [CH:1](=O)[C:2]1[CH:7]=[CH:6][CH:5]=[CH:4][CH:3]=1.[CH2:9]([N:11]([C:13]1[NH:18][C:17](=[O:19])[N:16]([CH3:20])[C:15](=[O:21])[CH:14]=1)[NH2:12])[CH3:10].[N:22]([O-])=O.[Na+], predict the reaction product. The product is: [CH2:9]([N:11]1[C:13]2=[N:18][C:17](=[O:19])[N:16]([CH3:20])[C:15](=[O:21])[C:14]2=[N:22][C:1]([C:2]2[CH:7]=[CH:6][CH:5]=[CH:4][CH:3]=2)=[N:12]1)[CH3:10]. (9) Given the reactants Cl.Cl[CH2:3][CH2:4][N:5]1[CH2:11][CH2:10][CH2:9][CH2:8][CH2:7][CH2:6]1.C(N(CC)CC)C.[CH3:19][CH:20]1[C:25]([CH3:37])([C:26]2[CH:31]=[CH:30][CH:29]=[C:28]([C:32]3[N:33]=[N:34][NH:35][CH:36]=3)[CH:27]=2)[CH2:24][CH2:23][NH:22][CH2:21]1.[I-].[Na+].C(=O)([O-])O.[Na+], predict the reaction product. The product is: [N:5]1([CH2:4][CH2:3][N:22]2[CH2:23][CH2:24][C:25]([CH3:37])([C:26]3[CH:31]=[CH:30][CH:29]=[C:28]([C:32]4[N:33]=[N:34][NH:35][CH:36]=4)[CH:27]=3)[CH:20]([CH3:19])[CH2:21]2)[CH2:11][CH2:10][CH2:9][CH2:8][CH2:7][CH2:6]1. (10) Given the reactants [Br:1][C:2]1[CH:7]=[C:6]([F:8])[C:5]([N+:9]([O-:11])=[O:10])=[CH:4][C:3]=1[OH:12].C(=O)([O-])[O-].[K+].[K+].[CH:19](I)([CH3:21])[CH3:20].O, predict the reaction product. The product is: [CH:19]([O:12][C:3]1[CH:4]=[C:5]([N+:9]([O-:11])=[O:10])[C:6]([F:8])=[CH:7][C:2]=1[Br:1])([CH3:21])[CH3:20].